Dataset: Blood-brain barrier penetration binary classification data from Martins et al.. Task: Regression/Classification. Given a drug SMILES string, predict its absorption, distribution, metabolism, or excretion properties. Task type varies by dataset: regression for continuous measurements (e.g., permeability, clearance, half-life) or binary classification for categorical outcomes (e.g., BBB penetration, CYP inhibition). Dataset: bbb_martins. (1) The compound is CC1CN(CCCn2c3ccccc3c3ccccc32)CC(C)N1. The result is 1 (penetrates BBB). (2) The compound is CC1COC2(c3ccccc3Cl)c3cc(Cl)ccc3NC(=O)CN12. The result is 1 (penetrates BBB). (3) The molecule is CCc1c(C)[nH]c2c1C(=O)[C@@H]1CN(C)CC[C@H]1C2. The result is 1 (penetrates BBB).